From a dataset of Full USPTO retrosynthesis dataset with 1.9M reactions from patents (1976-2016). Predict the reactants needed to synthesize the given product. (1) Given the product [C:38]([O:48][C:50]([C@@:17]1([O:18][C:19]2[CH:20]=[C:21]([F:27])[C:22]([F:26])=[C:23]([F:25])[CH:24]=2)[CH2:16][CH2:15][CH2:14][N:13]2[C:9]([C:7]3[CH:6]=[CH:5][C:4]([N:32]4[CH:36]=[C:35]([CH3:37])[N:34]=[CH:33]4)=[C:3]([O:2][CH3:1])[N:8]=3)=[N:10][N:11]=[C:12]12)([CH3:51])[CH3:49])(=[O:47])[C@H:39]([C:41]1[CH:46]=[CH:45][CH:44]=[CH:43][CH:42]=1)[OH:40], predict the reactants needed to synthesize it. The reactants are: [CH3:1][O:2][C:3]1[N:8]=[C:7]([C:9]2[N:13]3[CH2:14][CH:15](C(O)(C)C)[CH2:16][C@@H:17]([O:18][C:19]4[CH:24]=[C:23]([F:25])[C:22]([F:26])=[C:21]([F:27])[CH:20]=4)[C:12]3=[N:11][N:10]=2)[CH:6]=[CH:5][C:4]=1[N:32]1[CH:36]=[C:35]([CH3:37])[N:34]=[CH:33]1.[C:38]([OH:48])(=[O:47])[CH:39]([C:41]1[CH:46]=[CH:45][CH:44]=[CH:43][CH:42]=1)[OH:40].[CH3:49][CH2:50][CH2:51]CCC. (2) Given the product [CH3:8][N:9]([CH2:13][CH2:14][O:15][CH2:23][CH2:24][CH2:25][CH2:26][CH2:27][CH2:28][CH2:29][CH2:30]/[CH:31]=[CH:2]\[CH2:3][CH2:4][CH2:5][CH2:6][CH2:1][CH3:7])[CH2:10][CH2:11][O:12][CH2:23][CH2:24][CH2:25][CH2:26][CH2:27][CH2:28][CH2:29][CH2:30]/[CH:31]=[CH:32]\[CH2:33][CH2:34][CH2:35][CH2:36][CH2:37][CH3:38], predict the reactants needed to synthesize it. The reactants are: [C:1]1([CH3:7])[CH:6]=[CH:5][CH:4]=[CH:3][CH:2]=1.[CH3:8][N:9]([CH2:13][CH2:14][OH:15])[CH2:10][CH2:11][OH:12].[H-].[Na+].CS(O[CH2:23][CH2:24][CH2:25][CH2:26][CH2:27][CH2:28][CH2:29][CH2:30]/[CH:31]=[CH:32]\[CH2:33][CH2:34][CH2:35][CH2:36][CH2:37][CH3:38])(=O)=O. (3) The reactants are: [NH:1]1[C:5]2[CH:6]=[CH:7][CH:8]=[CH:9][C:4]=2[N:3]=[N:2]1.[Cl:10][C:11]1[CH:19]=[CH:18][C:14]([C:15]([NH2:17])=[O:16])=[CH:13][CH:12]=1.[CH:20]1([CH:26]=O)[CH2:25][CH2:24][CH2:23][CH2:22][CH2:21]1.C1(C)C=CC(S(O)(=O)=O)=CC=1. Given the product [N:1]1([CH:26]([CH:20]2[CH2:25][CH2:24][CH2:23][CH2:22][CH2:21]2)[NH:17][C:15](=[O:16])[C:14]2[CH:18]=[CH:19][C:11]([Cl:10])=[CH:12][CH:13]=2)[C:5]2[CH:6]=[CH:7][CH:8]=[CH:9][C:4]=2[N:3]=[N:2]1, predict the reactants needed to synthesize it. (4) Given the product [NH2:11][CH:12]([CH2:23][CH2:24][CH2:25][CH2:26][CH2:27][CH2:28][CH2:29][CH2:30][CH2:31][CH2:32][CH2:33][CH3:34])[CH2:13][CH2:14][P:15](=[O:16])([OH:22])[OH:19], predict the reactants needed to synthesize it. The reactants are: C(OC([NH:11][CH:12]([CH2:23][CH2:24][CH2:25][CH2:26][CH2:27][CH2:28][CH2:29][CH2:30][CH2:31][CH2:32][CH2:33][CH3:34])[CH2:13][CH2:14][P:15](=[O:22])([O:19]CC)[O:16]CC)=O)C1C=CC=CC=1.I[Si](C)(C)C. (5) Given the product [I:24][C:25]1[CH:30]=[CH:29][CH:28]=[CH:27][C:26]=1[C:31]1([C:34]([NH2:7])=[O:36])[CH2:33][CH2:32]1, predict the reactants needed to synthesize it. The reactants are: C1C=CC2N(O)N=[N:7]C=2C=1.CCN=C=NCCCN(C)C.Cl.Cl.[I:24][C:25]1[CH:30]=[CH:29][CH:28]=[CH:27][C:26]=1[C:31]1([C:34]([OH:36])=O)[CH2:33][CH2:32]1.CCN(CC)CC.C(=O)([O-])[O-].[NH4+].[NH4+].